From a dataset of Catalyst prediction with 721,799 reactions and 888 catalyst types from USPTO. Predict which catalyst facilitates the given reaction. Reactant: [OH:1][C:2]1([C:15]([OH:17])=[O:16])[C:14]2[CH:13]=[CH:12][CH:11]=[CH:10][C:9]=2[C:8]2[C:3]1=[CH:4][CH:5]=[CH:6][CH:7]=2.[CH2:18](O)[CH2:19][CH2:20][CH3:21].S(=O)(=O)(O)O.C(=O)(O)[O-].[Na+]. Product: [OH:1][C:2]1([C:15]([O:17][CH2:18][CH2:19][CH2:20][CH3:21])=[O:16])[C:3]2[CH:4]=[CH:5][CH:6]=[CH:7][C:8]=2[C:9]2[C:14]1=[CH:13][CH:12]=[CH:11][CH:10]=2. The catalyst class is: 226.